From a dataset of CYP3A4 inhibition data for predicting drug metabolism from PubChem BioAssay. Regression/Classification. Given a drug SMILES string, predict its absorption, distribution, metabolism, or excretion properties. Task type varies by dataset: regression for continuous measurements (e.g., permeability, clearance, half-life) or binary classification for categorical outcomes (e.g., BBB penetration, CYP inhibition). Dataset: cyp3a4_veith. (1) The drug is COc1cc2cc(c1Cl)N(C)C(=O)C[C@H](OC(=O)C(C)C)[C@]1(C)O[C@@H]1[C@@H](C)[C@H]1C[C@](O)(NC(=O)O1)[C@@H](OC)/C=C\C=C(\C)C2. The result is 0 (non-inhibitor). (2) The compound is Cc1ccc(C(=O)N/N=C/c2ccc(S(=O)(=O)[O-])o2)c(Cl)c1.[Na+]. The result is 0 (non-inhibitor). (3) The compound is COc1ccc(/C=C/c2ccncc2)cc1. The result is 1 (inhibitor). (4) The drug is COc1ccc(/C=N/n2c(C)nnc2C)c(OC)c1OC. The result is 0 (non-inhibitor).